Dataset: Reaction yield outcomes from USPTO patents with 853,638 reactions. Task: Predict the reaction yield, written as a fraction of the theoretical maximum amount of product (1.0 means a 100% yield; for example, 0.34 means a 34% yield). (1) The catalyst is C(OCC)(=O)C. The reactants are [Cl-].O[NH3+:3].[C:4](=[O:7])([O-])[OH:5].[Na+].CS(C)=O.[F:13][C:14]1[CH:15]=[C:16]([C:45]2[C:46]([C:51]#[N:52])=[CH:47][CH:48]=[CH:49][CH:50]=2)[CH:17]=[CH:18][C:19]=1[CH2:20][C:21]1[C:22](=[O:44])[N:23]([C@H:33]2[CH2:38][CH2:37][C@H:36]([O:39][CH2:40][CH:41]([OH:43])[CH3:42])[CH2:35][CH2:34]2)[C:24]2[N:25]([N:30]=[CH:31][CH:32]=2)[C:26]=1[CH2:27][CH2:28][CH3:29]. The yield is 0.680. The product is [F:13][C:14]1[CH:15]=[C:16]([C:45]2[CH:50]=[CH:49][CH:48]=[CH:47][C:46]=2[C:51]2[NH:3][C:4](=[O:7])[O:5][N:52]=2)[CH:17]=[CH:18][C:19]=1[CH2:20][C:21]1[C:22](=[O:44])[N:23]([C@H:33]2[CH2:38][CH2:37][C@H:36]([O:39][CH2:40][CH:41]([OH:43])[CH3:42])[CH2:35][CH2:34]2)[C:24]2[N:25]([N:30]=[CH:31][CH:32]=2)[C:26]=1[CH2:27][CH2:28][CH3:29]. (2) The reactants are [C:1]([O:5][C:6]([N:8]1[CH2:13][CH2:12][CH:11]([C:14]([O:16][CH2:17][C:18]2[CH:23]=[CH:22][CH:21]=[CH:20][CH:19]=2)=[O:15])[CH2:10][CH2:9]1)=[O:7])([CH3:4])([CH3:3])[CH3:2].[CH3:24][Si]([N-][Si](C)(C)C)(C)C.[K+].C1(C)C=CC=CC=1.CI.O. The catalyst is O1CCCC1. The product is [C:1]([O:5][C:6]([N:8]1[CH2:13][CH2:12][C:11]([CH3:24])([C:14]([O:16][CH2:17][C:18]2[CH:23]=[CH:22][CH:21]=[CH:20][CH:19]=2)=[O:15])[CH2:10][CH2:9]1)=[O:7])([CH3:4])([CH3:2])[CH3:3]. The yield is 0.800.